From a dataset of Catalyst prediction with 721,799 reactions and 888 catalyst types from USPTO. Predict which catalyst facilitates the given reaction. (1) Reactant: [OH-].[Na+:2].[CH:3]1[CH:8]=[N:7][CH:6]=[C:5]([CH2:9][C:10]([P:16]([OH:19])([OH:18])=[O:17])([P:12]([OH:15])([OH:14])=[O:13])[OH:11])[CH:4]=1. Product: [CH:3]1[CH:8]=[N:7][CH:6]=[C:5]([CH2:9][C:10]([P:12]([O-:14])([OH:15])=[O:13])([P:16]([OH:19])([OH:18])=[O:17])[OH:11])[CH:4]=1.[Na+:2]. The catalyst class is: 97. (2) Reactant: [ClH:1].[CH3:2][O:3][C:4](=[O:16])[CH2:5][CH2:6][O:7][C:8]1[CH:13]=[CH:12][CH:11]=[C:10]([C:14]#[N:15])[CH:9]=1.Cl. Product: [ClH:1].[NH2:15][CH2:14][C:10]1[CH:9]=[C:8]([CH:13]=[CH:12][CH:11]=1)[O:7][CH2:6][CH2:5][C:4]([O:3][CH3:2])=[O:16]. The catalyst class is: 19. (3) Reactant: [Cl:1][C:2]1[CH:3]=[C:4]([C:12]2[S:13][C:14]([CH3:28])=[C:15]([CH2:17][N:18]3[CH:22]=[C:21]([C:23]([O:25]CC)=[O:24])[CH:20]=[N:19]3)[N:16]=2)[CH:5]=[C:6]([C:8]([F:11])([F:10])[F:9])[CH:7]=1.[OH-].[Na+].O. Product: [Cl:1][C:2]1[CH:3]=[C:4]([C:12]2[S:13][C:14]([CH3:28])=[C:15]([CH2:17][N:18]3[CH:22]=[C:21]([C:23]([OH:25])=[O:24])[CH:20]=[N:19]3)[N:16]=2)[CH:5]=[C:6]([C:8]([F:9])([F:11])[F:10])[CH:7]=1. The catalyst class is: 199. (4) Reactant: C([O:3][C:4](=[O:15])[C:5]([C:13]#[N:14])=[CH:6][C:7]([CH3:12])([CH3:11])[CH2:8][CH:9]=[CH2:10])C.[H][H].[ClH:18]. Product: [ClH:18].[NH2:14][CH2:13][CH:5]([CH2:6][C:7]([CH3:11])([CH3:12])[CH2:8][CH2:9][CH3:10])[C:4]([OH:15])=[O:3]. The catalyst class is: 856. (5) Reactant: [O:1]1[CH2:6][CH2:5][N:4]([C:7]2[CH:12]=[C:11]([N:13]3[CH2:18][CH2:17][O:16][CH2:15][CH2:14]3)[N:10]=[C:9]([N:19]3[CH2:24][CH2:23][N:22]([C:25]4[CH:30]=[CH:29][CH:28]=[CH:27][CH:26]=4)[CH2:21][CH2:20]3)[N:8]=2)[CH2:3][CH2:2]1.[N:31]([O-])=O.[Na+].O. Product: [NH2:31][C:12]1[C:7]([N:4]2[CH2:5][CH2:6][O:1][CH2:2][CH2:3]2)=[N:8][C:9]([N:19]2[CH2:20][CH2:21][N:22]([C:25]3[CH:30]=[CH:29][CH:28]=[CH:27][CH:26]=3)[CH2:23][CH2:24]2)=[N:10][C:11]=1[N:13]1[CH2:18][CH2:17][O:16][CH2:15][CH2:14]1. The catalyst class is: 15.